Predict the reactants needed to synthesize the given product. From a dataset of Full USPTO retrosynthesis dataset with 1.9M reactions from patents (1976-2016). (1) Given the product [O:1]=[C:2]1[C:6]2([CH2:11][CH2:10][NH:9][CH2:8][CH2:7]2)[N:5]([C:19]2[CH:20]=[CH:21][CH:22]=[CH:23][CH:24]=2)[CH2:4][N:3]1[CH2:25][C:26]1[CH:27]=[C:28]([CH:29]=[CH:30][CH:31]=1)[C:32]([O:34][CH2:35][C:36](=[O:43])[N:37]1[CH2:38][CH2:39][CH2:40][CH2:41][CH2:42]1)=[O:33], predict the reactants needed to synthesize it. The reactants are: [O:1]=[C:2]1[C:6]2([CH2:11][CH2:10][N:9](C(OC(C)(C)C)=O)[CH2:8][CH2:7]2)[N:5]([C:19]2[CH:24]=[CH:23][CH:22]=[CH:21][CH:20]=2)[CH2:4][N:3]1[CH2:25][C:26]1[CH:31]=[CH:30][CH:29]=[C:28]([C:32]([O:34][CH2:35][C:36](=[O:43])[N:37]2[CH2:42][CH2:41][CH2:40][CH2:39][CH2:38]2)=[O:33])[CH:27]=1.Cl. (2) Given the product [NH2:11][C:12]1[C:13]2[C:20]([C:21]([OH:5])=[O:22])=[CH:19][N:18]([C@@H:23]3[O:35][C@H:34]([CH2:36][O:37][C:38](=[O:40])[CH3:39])[C@@H:29]([O:30][C:31](=[O:33])[CH3:32])[C@@:24]3([CH3:41])[O:25][C:26](=[O:28])[CH3:27])[C:14]=2[N:15]=[CH:16][N:17]=1, predict the reactants needed to synthesize it. The reactants are: Cl([O-])=O.[Na+].[OH:5]P([O-])(O)=O.[Na+].[NH2:11][C:12]1[C:13]2[C:20]([CH:21]=[O:22])=[CH:19][N:18]([C@@H:23]3[O:35][C@H:34]([CH2:36][O:37][C:38](=[O:40])[CH3:39])[C@@H:29]([O:30][C:31](=[O:33])[CH3:32])[C@@:24]3([CH3:41])[O:25][C:26](=[O:28])[CH3:27])[C:14]=2[N:15]=[CH:16][N:17]=1.CC(=CC)C. (3) Given the product [CH:43]1([CH2:46][O:47][C:48]2[CH:53]=[CH:52][C:51]([CH2:54][O:55][CH3:56])=[CH:50][C:49]=2[CH2:57][NH:58][C:14]([NH:13][C:10]2[N:9]([C:23]3[CH:24]=[CH:25][CH:26]=[CH:27][CH:28]=3)[N:8]=[C:7]([C:5]3[CH:4]=[N:3][N:2]([CH3:1])[CH:6]=3)[C:11]=2[CH3:12])=[O:22])[CH2:45][CH2:44]1, predict the reactants needed to synthesize it. The reactants are: [CH3:1][N:2]1[CH:6]=[C:5]([C:7]2[C:11]([CH3:12])=[C:10]([NH:13][C:14](=[O:22])OC3C=CC=CC=3)[N:9]([C:23]3[CH:28]=[CH:27][CH:26]=[CH:25][CH:24]=3)[N:8]=2)[CH:4]=[N:3]1.C1(C2C=CC(COC)=CC=2CN)CC1.[CH:43]1([CH2:46][O:47][C:48]2[CH:53]=[CH:52][C:51]([CH2:54][O:55][CH3:56])=[CH:50][C:49]=2[CH2:57][NH2:58])[CH2:45][CH2:44]1. (4) Given the product [O:13]1[CH2:14][CH2:15][CH2:16][CH2:17][CH:12]1[O:11][CH2:10][CH2:9][CH2:8][C:4]1[CH:3]=[C:2]([CH:7]=[CH:6][CH:5]=1)[CH:25]=[O:26], predict the reactants needed to synthesize it. The reactants are: Br[C:2]1[CH:3]=[C:4]([CH2:8][CH2:9][CH2:10][O:11][CH:12]2[CH2:17][CH2:16][CH2:15][CH2:14][O:13]2)[CH:5]=[CH:6][CH:7]=1.[Li]CCCC.CN(C)[CH:25]=[O:26].